Dataset: Full USPTO retrosynthesis dataset with 1.9M reactions from patents (1976-2016). Task: Predict the reactants needed to synthesize the given product. (1) The reactants are: [CH3:1][C:2]1[C:3]([CH:21]=C)=[C:4]([CH:9]=[C:10]([CH2:13][C:14]2[CH:15]=[N:16][C:17]([CH3:20])=[CH:18][CH:19]=2)[C:11]=1[CH3:12])[C:5]([O:7][CH3:8])=[O:6].CC(C)=[O:25].C(#N)C.I([O-])(=O)(=O)=O.[Na+]. Given the product [CH:21]([C:3]1[C:2]([CH3:1])=[C:11]([CH3:12])[C:10]([CH2:13][C:14]2[CH:15]=[N:16][C:17]([CH3:20])=[CH:18][CH:19]=2)=[CH:9][C:4]=1[C:5]([O:7][CH3:8])=[O:6])=[O:25], predict the reactants needed to synthesize it. (2) Given the product [CH3:21][C:22]1[CH:27]=[C:26]([CH3:28])[N:25]=[C:24]([N:29]2[CH2:30][CH2:31][CH:32]([NH:35][CH2:20][CH:18]([OH:19])[CH2:17][O:16][C:12]3[CH:11]=[C:10]([OH:9])[CH:15]=[CH:14][CH:13]=3)[CH2:33][CH2:34]2)[N:23]=1, predict the reactants needed to synthesize it. The reactants are: C([O:9][C:10]1[CH:15]=[CH:14][CH:13]=[C:12]([O:16][CH2:17][CH:18]2[CH2:20][O:19]2)[CH:11]=1)(=O)C1C=CC=CC=1.[CH3:21][C:22]1[CH:27]=[C:26]([CH3:28])[N:25]=[C:24]([N:29]2[CH2:34][CH2:33][CH:32]([NH2:35])[CH2:31][CH2:30]2)[N:23]=1.C1C=CC(=O)C(O)=C(C2C=NC=NC=2)C=1. (3) Given the product [S:1]1[CH:5]=[CH:4][CH:3]=[C:2]1[C:6]1[C:11]2=[N:12][S:13][N:14]=[C:10]2[C:9]([C:15]2[S:19][C:18]([CH2:20][OH:21])=[CH:17][CH:16]=2)=[CH:8][CH:7]=1, predict the reactants needed to synthesize it. The reactants are: [S:1]1[CH:5]=[CH:4][CH:3]=[C:2]1[C:6]1[C:11]2=[N:12][S:13][N:14]=[C:10]2[C:9]([C:15]2[S:19][C:18]([CH:20]=[O:21])=[CH:17][CH:16]=2)=[CH:8][CH:7]=1.[BH4-].[Na+]. (4) Given the product [C:45]([NH:44][C:41]1[N:42]=[CH:43][C:38]([C:2]2[CH:3]=[N:4][N:5]3[C:10]([C:11]4[CH:12]=[C:13]([NH:17][C:18](=[O:29])[C:19]5[CH:24]=[CH:23][CH:22]=[C:21]([C:25]([F:28])([F:27])[F:26])[CH:20]=5)[CH:14]=[CH:15][CH:16]=4)=[CH:9][CH:8]=[N:7][C:6]=23)=[CH:39][CH:40]=1)(=[O:47])[CH3:46], predict the reactants needed to synthesize it. The reactants are: Br[C:2]1[CH:3]=[N:4][N:5]2[C:10]([C:11]3[CH:12]=[C:13]([NH:17][C:18](=[O:29])[C:19]4[CH:24]=[CH:23][CH:22]=[C:21]([C:25]([F:28])([F:27])[F:26])[CH:20]=4)[CH:14]=[CH:15][CH:16]=3)=[CH:9][CH:8]=[N:7][C:6]=12.CC1(C)C(C)(C)OB([C:38]2[CH:39]=[CH:40][C:41]([NH:44][C:45](=[O:47])[CH3:46])=[N:42][CH:43]=2)O1. (5) The reactants are: [Cl:1][C:2]1[C:3]([C:17]2[CH:22]=[C:21]([Cl:23])[CH:20]=[CH:19][C:18]=2[C:24]#[N:25])=[CH:4][C:5](=[O:16])[N:6]([CH:8]([CH2:12][CH2:13][O:14][CH3:15])[C:9]([OH:11])=O)[CH:7]=1.[NH2:26][C:27]1[CH:39]=[CH:38][C:30]([C:31]([O:33][C:34]([CH3:37])([CH3:36])[CH3:35])=[O:32])=[CH:29][CH:28]=1. Given the product [Cl:1][C:2]1[C:3]([C:17]2[CH:22]=[C:21]([Cl:23])[CH:20]=[CH:19][C:18]=2[C:24]#[N:25])=[CH:4][C:5](=[O:16])[N:6]([CH:8]([CH2:12][CH2:13][O:14][CH3:15])[C:9]([NH:26][C:27]2[CH:39]=[CH:38][C:30]([C:31]([O:33][C:34]([CH3:35])([CH3:36])[CH3:37])=[O:32])=[CH:29][CH:28]=2)=[O:11])[CH:7]=1, predict the reactants needed to synthesize it. (6) Given the product [F:1][C:2]1[CH:7]=[CH:6][C:5]([CH2:8][CH2:9][CH2:10][CH2:11][CH2:12][CH2:13][CH2:14][C:15]([N:43]2[C@H:42]([CH2:35][C:36]3[CH:41]=[CH:40][CH:39]=[CH:38][CH:37]=3)[CH2:46][O:45][C:44]2=[O:47])=[O:17])=[CH:4][C:3]=1[CH3:18], predict the reactants needed to synthesize it. The reactants are: [F:1][C:2]1[CH:7]=[CH:6][C:5]([CH2:8][CH2:9][CH2:10][CH2:11][CH2:12][CH2:13][CH2:14][C:15]([OH:17])=O)=[CH:4][C:3]=1[CH3:18].C(N(CC)CC)C.C(Cl)(=O)C(C)(C)C.[Li+].[Cl-].[CH2:35]([C@@H:42]1[CH2:46][O:45][C:44](=[O:47])[NH:43]1)[C:36]1[CH:41]=[CH:40][CH:39]=[CH:38][CH:37]=1. (7) Given the product [F:12][C:13]1[CH:18]=[CH:17][C:16]([C:2]2[NH:6][CH:5]=[C:4]([C:7]([O:9][CH3:10])=[O:8])[C:3]=2[CH3:11])=[C:15]([C:22]([F:23])([F:24])[F:25])[CH:14]=1, predict the reactants needed to synthesize it. The reactants are: Br[C:2]1[NH:6][CH:5]=[C:4]([C:7]([O:9][CH3:10])=[O:8])[C:3]=1[CH3:11].[F:12][C:13]1[CH:18]=[CH:17][C:16](B(O)O)=[C:15]([C:22]([F:25])([F:24])[F:23])[CH:14]=1.C([O-])([O-])=O.[Na+].[Na+].